From a dataset of Full USPTO retrosynthesis dataset with 1.9M reactions from patents (1976-2016). Predict the reactants needed to synthesize the given product. (1) Given the product [Cl:1][C:2]1[CH:3]=[CH:4][C:5]([CH2:6][N:7]2[CH:12]=[C:11]([C:13]3[CH:18]=[CH:17][C:16]([O:19][CH3:20])=[CH:15][CH:14]=3)[C:10]([CH2:21][CH2:22][O:23][CH3:28])=[CH:9][C:8]2=[O:24])=[CH:25][CH:26]=1, predict the reactants needed to synthesize it. The reactants are: [Cl:1][C:2]1[CH:26]=[CH:25][C:5]([CH2:6][N:7]2[CH:12]=[C:11]([C:13]3[CH:18]=[CH:17][C:16]([O:19][CH3:20])=[CH:15][CH:14]=3)[C:10]([CH2:21][CH2:22][OH:23])=[CH:9][C:8]2=[O:24])=[CH:4][CH:3]=1.I[CH3:28]. (2) Given the product [Br:1][C:2]1[CH:3]=[CH:4][C:5]2[S:9](=[O:11])(=[O:10])[N:8]([CH2:12][CH2:13][S:14]([CH3:15])=[O:26])[CH:7]([CH3:16])[C:6]=2[CH:17]=1, predict the reactants needed to synthesize it. The reactants are: [Br:1][C:2]1[CH:3]=[CH:4][C:5]2[S:9](=[O:11])(=[O:10])[N:8]([CH2:12][CH2:13][S:14][CH3:15])[CH:7]([CH3:16])[C:6]=2[CH:17]=1.C1C=C(Cl)C=C(C(OO)=[O:26])C=1. (3) Given the product [CH2:58]([O:57][C:55]([N:28]1[C:29]2[C:34](=[N:33][C:32]([O:35][CH3:36])=[CH:31][CH:30]=2)[C@@H:25]([NH:24][C:9]2[N:8]=[C:7]([CH2:6][C:5]3[CH:39]=[C:40]([C:42]([F:45])([F:44])[F:43])[CH:41]=[C:3]([C:2]([F:47])([F:46])[F:1])[CH:4]=3)[C:12]([N:13]3[CH2:18][CH2:17][CH:16]([C:19]([OH:21])=[O:20])[CH2:15][CH2:14]3)=[CH:11][N:10]=2)[CH2:26][C@H:27]1[CH2:37][CH3:38])=[O:56])[CH2:59][CH3:60], predict the reactants needed to synthesize it. The reactants are: [F:1][C:2]([F:47])([F:46])[C:3]1[CH:4]=[C:5]([CH:39]=[C:40]([C:42]([F:45])([F:44])[F:43])[CH:41]=1)[CH2:6][C:7]1[C:12]([N:13]2[CH2:18][CH2:17][CH:16]([C:19]([O:21]CC)=[O:20])[CH2:15][CH2:14]2)=[CH:11][N:10]=[C:9]([NH:24][C@@H:25]2[C:34]3[C:29](=[CH:30][CH:31]=[C:32]([O:35][CH3:36])[N:33]=3)[NH:28][C@H:27]([CH2:37][CH3:38])[CH2:26]2)[N:8]=1.N1C=CC=CC=1.Cl[C:55]([O:57][CH2:58][CH2:59][CH3:60])=[O:56].C(=O)([O-])O.[Na+]. (4) Given the product [N:19]1[C:20]2[C:25](=[CH:24][CH:23]=[CH:22][CH:21]=2)[CH:26]=[C:17]([C:16]2[CH:15]=[N:14][N:13]3[C:8]([NH2:7])=[CH:9][C:10]([C:27]4[CH2:32][CH2:31][NH:30][CH2:29][CH:28]=4)=[N:11][C:12]=23)[CH:18]=1, predict the reactants needed to synthesize it. The reactants are: C[Si](C)(C)CCOC[N:7](COCC[Si](C)(C)C)[C:8]1[N:13]2[N:14]=[CH:15][C:16]([C:17]3[CH:18]=[N:19][C:20]4[C:25]([CH:26]=3)=[CH:24][CH:23]=[CH:22][CH:21]=4)=[C:12]2[N:11]=[C:10]([C:27]2[CH2:32][CH2:31][N:30](C(OC(C)(C)C)=O)[CH2:29][CH:28]=2)[CH:9]=1.C(O)(C(F)(F)F)=O.